Predict the product of the given reaction. From a dataset of Forward reaction prediction with 1.9M reactions from USPTO patents (1976-2016). (1) Given the reactants [CH3:1][O:2][C:3](=[O:20])[CH2:4][CH2:5][CH2:6][CH2:7][CH:8]([O:18][CH3:19])[C:9](=[O:17])[NH:10][C:11]1[CH:16]=[CH:15][CH:14]=[CH:13][CH:12]=1, predict the reaction product. The product is: [CH3:1][O:2][C:3](=[O:20])[CH2:4][CH2:5][CH2:6][CH2:7][C@H:8]([O:18][CH3:19])[C:9](=[O:17])[NH:10][C:11]1[CH:12]=[CH:13][CH:14]=[CH:15][CH:16]=1. (2) Given the reactants [CH2:1]([O:8][C:9]1[CH:10]=[C:11]2[C:16](=[CH:17][CH:18]=1)[C:15](=[O:19])[N:14]([CH2:20][CH:21]([CH3:23])[CH3:22])[C:13]([C:24]([O:26][C:27]([CH3:30])([CH3:29])[CH3:28])=[O:25])=[C:12]2OS(C(F)(F)F)(=O)=O)[C:2]1[CH:7]=[CH:6][CH:5]=[CH:4][CH:3]=1.[C:39]1(B(O)O)[CH:44]=[CH:43][CH:42]=[CH:41][CH:40]=1.C(=O)([O-])[O-].[Na+].[Na+], predict the reaction product. The product is: [CH2:1]([O:8][C:9]1[CH:10]=[C:11]2[C:16](=[CH:17][CH:18]=1)[C:15](=[O:19])[N:14]([CH2:20][CH:21]([CH3:23])[CH3:22])[C:13]([C:24]([O:26][C:27]([CH3:30])([CH3:29])[CH3:28])=[O:25])=[C:12]2[C:39]1[CH:44]=[CH:43][CH:42]=[CH:41][CH:40]=1)[C:2]1[CH:7]=[CH:6][CH:5]=[CH:4][CH:3]=1. (3) Given the reactants [C:1]1([CH3:15])[CH:6]=[C:5]([CH3:7])[CH:4]=[C:3]([CH3:8])[C:2]=1[O:9][C@@H:10]([CH3:14])[C:11]([OH:13])=O.C([N:19](C(C)C)CC)(C)C.N[N:26]([CH:34]=[NH:35])[C:27](=[O:33])[O:28][C:29]([CH3:32])([CH3:31])[CH3:30].O.ON1C2C=CC=CC=2N=N1.F[P-](F)(F)(F)(F)F.N1(OC(N(C)C)=[N+](C)C)C2C=CC=CC=2N=N1, predict the reaction product. The product is: [NH:19]=[C:34]([NH:26][C:27](=[O:33])[O:28][C:29]([CH3:32])([CH3:31])[CH3:30])[NH:35][C:11](=[O:13])[C@@H:10]([O:9][C:2]1[C:1]([CH3:15])=[CH:6][C:5]([CH3:7])=[CH:4][C:3]=1[CH3:8])[CH3:14]. (4) Given the reactants [Si:1]([O:8][C@@H:9]1[C@H:13]([O:14][Si:15]([C:18]([CH3:21])([CH3:20])[CH3:19])([CH3:17])[CH3:16])[C@@H:12]([CH2:22][O:23][Si:24]([C:27]([CH3:30])([CH3:29])[CH3:28])([CH3:26])[CH3:25])[O:11][C@H:10]1[N:31]1[C:40]2[N:39]=[CH:38][N:37]=[C:35]([NH2:36])[C:34]=2[N:33]=[C:32]1[NH:41][CH2:42][C:43]1[CH:48]=[CH:47][C:46]([C:49]2[CH:54]=[CH:53][CH:52]=[CH:51][CH:50]=2)=[C:45]([OH:55])[CH:44]=1)([C:4]([CH3:7])([CH3:6])[CH3:5])([CH3:3])[CH3:2].C(=O)([O-])[O-].[K+].[K+].Br[CH2:63][CH2:64][CH2:65][Cl:66], predict the reaction product. The product is: [Si:1]([O:8][C@@H:9]1[C@H:13]([O:14][Si:15]([C:18]([CH3:19])([CH3:20])[CH3:21])([CH3:16])[CH3:17])[C@@H:12]([CH2:22][O:23][Si:24]([C:27]([CH3:28])([CH3:29])[CH3:30])([CH3:25])[CH3:26])[O:11][C@H:10]1[N:31]1[C:40]2[N:39]=[CH:38][N:37]=[C:35]([NH2:36])[C:34]=2[N:33]=[C:32]1[NH:41][CH2:42][C:43]1[CH:48]=[CH:47][C:46]([C:49]2[CH:50]=[CH:51][CH:52]=[CH:53][CH:54]=2)=[C:45]([O:55][CH2:63][CH2:64][CH2:65][Cl:66])[CH:44]=1)([C:4]([CH3:6])([CH3:7])[CH3:5])([CH3:3])[CH3:2].